From a dataset of Forward reaction prediction with 1.9M reactions from USPTO patents (1976-2016). Predict the product of the given reaction. (1) The product is: [CH3:28][N:29]([CH3:30])[CH2:25][CH2:24][C:4]1[C:3]([CH2:1][CH3:2])=[CH:8][C:7]([C:9]2[N:14]=[C:13]([NH:15][C:16](=[O:21])[C:17]([CH3:19])([CH3:18])[CH3:20])[CH:12]=[CH:11][CH:10]=2)=[C:6]([O:22][CH3:23])[CH:5]=1. Given the reactants [CH2:1]([C:3]1[C:4]([CH2:24][CH:25]=O)=[CH:5][C:6]([O:22][CH3:23])=[C:7]([C:9]2[N:14]=[C:13]([NH:15][C:16](=[O:21])[C:17]([CH3:20])([CH3:19])[CH3:18])[CH:12]=[CH:11][CH:10]=2)[CH:8]=1)[CH3:2].Cl.[CH3:28][NH:29][CH3:30].C(O[BH-](OC(=O)C)OC(=O)C)(=O)C.[Na+].C(O)(=O)C, predict the reaction product. (2) Given the reactants Cl[C:2]1[CH:3]=[CH:4][C:5]([N+:9]([O-:11])=[O:10])=[C:6]([CH:8]=1)[NH2:7].[CH3:12][N:13](C=O)C, predict the reaction product. The product is: [NH2:7][C:6]1[CH:8]=[C:2]([CH:3]=[CH:4][C:5]=1[N+:9]([O-:11])=[O:10])[C:12]#[N:13].